Dataset: Forward reaction prediction with 1.9M reactions from USPTO patents (1976-2016). Task: Predict the product of the given reaction. (1) Given the reactants [NH2:1][C:2]1[N:11]=[C:10]([C:12]([N:14]2[CH2:22][C:21]3[C:16](=[CH:17][CH:18]=[CH:19][CH:20]=3)[CH2:15]2)=[O:13])[C:9]2[C:4](=[CH:5][CH:6]=[C:7]([CH:23]([CH2:29][CH2:30][CH2:31][CH3:32])[C:24]([O:26]CC)=[O:25])[CH:8]=2)[N:3]=1.[OH-].[Na+], predict the reaction product. The product is: [NH2:1][C:2]1[N:11]=[C:10]([C:12]([N:14]2[CH2:15][C:16]3[C:21](=[CH:20][CH:19]=[CH:18][CH:17]=3)[CH2:22]2)=[O:13])[C:9]2[C:4](=[CH:5][CH:6]=[C:7]([CH:23]([CH2:29][CH2:30][CH2:31][CH3:32])[C:24]([OH:26])=[O:25])[CH:8]=2)[N:3]=1. (2) Given the reactants FC(F)(F)C(O)=O.[CH2:8]([O:15][C:16]([C@@H:18]1[CH2:23][C@@H:22]2[C@@H:20]([CH2:21]2)[NH:19]1)=[O:17])[C:9]1[CH:14]=[CH:13][CH:12]=[CH:11][CH:10]=1.[C:24]([C:27]1[C:35]2[C:30](=[CH:31][CH:32]=[CH:33][CH:34]=2)[N:29]([CH2:36][C:37](O)=[O:38])[N:28]=1)(=[O:26])[NH2:25].CN(C(ON1N=NC2C=CC=CC1=2)=[N+](C)C)C.F[P-](F)(F)(F)(F)F.CCN(C(C)C)C(C)C, predict the reaction product. The product is: [CH2:8]([O:15][C:16]([C@@H:18]1[CH2:23][C@@H:22]2[C@@H:20]([CH2:21]2)[N:19]1[C:37](=[O:38])[CH2:36][N:29]1[C:30]2[C:35](=[CH:34][CH:33]=[CH:32][CH:31]=2)[C:27]([C:24](=[O:26])[NH2:25])=[N:28]1)=[O:17])[C:9]1[CH:10]=[CH:11][CH:12]=[CH:13][CH:14]=1.